This data is from Catalyst prediction with 721,799 reactions and 888 catalyst types from USPTO. The task is: Predict which catalyst facilitates the given reaction. (1) Reactant: [F:1][C:2]1[CH:3]=[C:4]([CH:8]=[CH:9][CH:10]=1)[C:5]([OH:7])=[O:6].CN(CCN(C)C)C.[Li]C(CC)C.[Cl:24]C(Cl)(Cl)C(Cl)(Cl)Cl. Product: [Cl:24][C:3]1[C:2]([F:1])=[CH:10][CH:9]=[CH:8][C:4]=1[C:5]([OH:7])=[O:6]. The catalyst class is: 1. (2) Reactant: [I-].[Na+].Cl[Si](C)(C)C.C[O:9][C:10]1[C:11](=[O:28])[C:12]([C:22]2[N:26]([CH3:27])[N:25]=[CH:24][CH:23]=2)=[N:13][N:14]([C:16]2[CH:21]=[CH:20][CH:19]=[CH:18][CH:17]=2)[CH:15]=1.O. Product: [OH:9][C:10]1[C:11](=[O:28])[C:12]([C:22]2[N:26]([CH3:27])[N:25]=[CH:24][CH:23]=2)=[N:13][N:14]([C:16]2[CH:17]=[CH:18][CH:19]=[CH:20][CH:21]=2)[CH:15]=1. The catalyst class is: 10. (3) Reactant: [Cl:1][C:2]1[CH:7]=[CH:6][C:5]([C:8]2(O)[CH2:14][CH:13]3[N:15]([CH3:16])[CH:10]([CH2:11][CH2:12]3)[CH2:9]2)=[CH:4][CH:3]=1. Product: [Cl:1][C:2]1[CH:3]=[CH:4][C:5]([C:8]2[CH2:9][CH:10]3[N:15]([CH3:16])[CH:13]([CH2:12][CH2:11]3)[CH:14]=2)=[CH:6][CH:7]=1. The catalyst class is: 55. (4) Reactant: COC1C=CC(C[N:8]2[CH:16]=[N:15][C:14]3[C:9]2=[N:10][CH:11]=[N:12][C:13]=3[C:17]2[C:18]([O:23][C:24]3[C:33]([CH3:34])=[CH:32][CH:31]=[C:30]4[C:25]=3[CH:26]=[CH:27][N:28]=[C:29]4[NH:35][C:36]3[CH:41]=[CH:40][C:39]([Cl:42])=[CH:38][CH:37]=3)=[N:19][CH:20]=[CH:21][CH:22]=2)=CC=1. Product: [N:12]1[C:13]([C:17]2[C:18]([O:23][C:24]3[C:33]([CH3:34])=[CH:32][CH:31]=[C:30]4[C:25]=3[CH:26]=[CH:27][N:28]=[C:29]4[NH:35][C:36]3[CH:41]=[CH:40][C:39]([Cl:42])=[CH:38][CH:37]=3)=[N:19][CH:20]=[CH:21][CH:22]=2)=[C:14]2[C:9]([NH:8][CH:16]=[N:15]2)=[N:10][CH:11]=1. The catalyst class is: 67.